From a dataset of Reaction yield outcomes from USPTO patents with 853,638 reactions. Predict the reaction yield, written as a fraction of the theoretical maximum amount of product (1.0 means a 100% yield; for example, 0.34 means a 34% yield). (1) The reactants are [Cl-].COC1N=C(OC)N=C([N+]2(C)CCOCC2)N=1.[C:19]([O:23][C:24]([N:26]1[C@H:30]([C:31]([OH:33])=O)[CH2:29][S:28][CH2:27]1)=[O:25])([CH3:22])([CH3:21])[CH3:20].[NH2:34][CH2:35][CH2:36][CH2:37][CH2:38][C@H:39]([NH:43][C:44]([O:46][C:47]([CH3:50])([CH3:49])[CH3:48])=[O:45])[C:40]([OH:42])=[O:41]. The product is [C:47]([O:46][C:44]([NH:43][C@@H:39]([CH2:38][CH2:37][CH2:36][CH2:35][NH:34][C:31]([C@@H:30]1[CH2:29][S:28][CH2:27][N:26]1[C:24]([O:23][C:19]([CH3:20])([CH3:21])[CH3:22])=[O:25])=[O:33])[C:40]([OH:42])=[O:41])=[O:45])([CH3:50])([CH3:49])[CH3:48]. The yield is 0.380. The catalyst is CN(C=O)C.O. (2) The reactants are [Br:1][C:2]1[N:7]=[CH:6][C:5]([CH:8]([OH:21])[CH2:9][N:10]([CH2:18][CH2:19]O)[C:11](=[O:17])[O:12][C:13]([CH3:16])([CH3:15])[CH3:14])=[CH:4][C:3]=1[CH3:22].C(N(CC)CC)C.CS(Cl)(=O)=O. The catalyst is C1COCC1. The product is [Br:1][C:2]1[N:7]=[CH:6][C:5]([CH:8]2[O:21][CH2:19][CH2:18][N:10]([C:11]([O:12][C:13]([CH3:16])([CH3:15])[CH3:14])=[O:17])[CH2:9]2)=[CH:4][C:3]=1[CH3:22]. The yield is 0.730. (3) The reactants are [Cl:1][C:2]1[CH:28]=[CH:27][CH:26]=[CH:25][C:3]=1[CH2:4][NH:5][C:6]([C:8]1([C:21](OC)=[O:22])[CH2:13][CH2:12][N:11]([C:14]([O:16][C:17]([CH3:20])([CH3:19])[CH3:18])=[O:15])[CH2:10][CH2:9]1)=[O:7].[BH4-].[Li+].Cl. The catalyst is C1COCC1.CO. The product is [Cl:1][C:2]1[CH:28]=[CH:27][CH:26]=[CH:25][C:3]=1[CH2:4][NH:5][C:6]([C:8]1([CH2:21][OH:22])[CH2:9][CH2:10][N:11]([C:14]([O:16][C:17]([CH3:19])([CH3:20])[CH3:18])=[O:15])[CH2:12][CH2:13]1)=[O:7]. The yield is 0.840. (4) The reactants are Cl[C:2]1[CH:7]=[C:6]([C:8]([F:11])([F:10])[F:9])[N:5]=[C:4]([C:12]2[CH:13]=[N:14][CH:15]=[CH:16][CH:17]=2)[N:3]=1.[Br:18][C:19]1[C:20]([C:25]2[CH:26]=[C:27]([CH:29]=[CH:30][CH:31]=2)[NH2:28])=[N:21][N:22]([CH3:24])[CH:23]=1.Cl. The catalyst is O.C(O)C. The product is [Br:18][C:19]1[C:20]([C:25]2[CH:26]=[C:27]([CH:29]=[CH:30][CH:31]=2)[NH:28][C:2]2[CH:7]=[C:6]([C:8]([F:11])([F:10])[F:9])[N:5]=[C:4]([C:12]3[CH:13]=[N:14][CH:15]=[CH:16][CH:17]=3)[N:3]=2)=[N:21][N:22]([CH3:24])[CH:23]=1. The yield is 0.640. (5) The reactants are [C:1]([OH:14])(=[O:13])/[CH:2]=[CH:3]/[C:4]1[CH:12]=[CH:11][C:9]([OH:10])=[C:6]([O:7][CH3:8])[CH:5]=1.[C:15]1(P([C:16]2[CH:15]=CC=[CH:18][CH:17]=2)[C:16]2[CH:15]=CC=[CH:18][CH:17]=2)C=C[CH:18]=[CH:17][CH:16]=1.C(Br)(Br)(Br)[Br:35].C1(P(=O)(C2C=CC=CC=2)C2C=CC=CC=2)C=CC=CC=1. The catalyst is C1COCC1. The product is [Br:35][CH2:18][CH2:17][CH2:16][CH2:15][O:13][C:1](=[O:14])/[CH:2]=[CH:3]/[C:4]1[CH:12]=[CH:11][C:9]([OH:10])=[C:6]([O:7][CH3:8])[CH:5]=1. The yield is 0.460. (6) The reactants are [H-].[Na+].[N:3]1([C:8]2[CH:13]=[CH:12][C:11]([OH:14])=[CH:10][CH:9]=2)[CH:7]=[CH:6][CH:5]=[CH:4]1.[C:15]([O:19][C:20]([N:22]1[CH2:26][CH2:25][CH2:24][C@@H:23]1[CH2:27]OS(C1C=CC(C)=CC=1)(=O)=O)=[O:21])([CH3:18])([CH3:17])[CH3:16]. The catalyst is CN(C=O)C. The product is [C:15]([O:19][C:20]([N:22]1[CH2:26][CH2:25][CH2:24][C@@H:23]1[CH2:27][O:14][C:11]1[CH:12]=[CH:13][C:8]([N:3]2[CH:4]=[CH:5][CH:6]=[CH:7]2)=[CH:9][CH:10]=1)=[O:21])([CH3:18])([CH3:16])[CH3:17]. The yield is 0.800. (7) The reactants are [Cl:1][CH2:2][C:3]([C:15]1[CH:20]=[CH:19][C:18]([F:21])=[CH:17][C:16]=1[F:22])([OH:14])[CH:4]([O:6][Si](C(C)(C)C)(C)C)[CH3:5].CCCC[N+](CCCC)(CCCC)CCCC.[F-].O.C(OCC)(=O)C. The catalyst is C1COCC1. The product is [Cl:1][CH2:2][C@@:3]([C:15]1[CH:20]=[CH:19][C:18]([F:21])=[CH:17][C:16]=1[F:22])([OH:14])[C@H:4]([OH:6])[CH3:5]. The yield is 0.150.